Dataset: Catalyst prediction with 721,799 reactions and 888 catalyst types from USPTO. Task: Predict which catalyst facilitates the given reaction. (1) Product: [CH3:26][O:25][C:10]1[CH:11]=[C:12]([CH:15]=[CH:16][C:17](=[O:24])[C:18]2[CH:19]=[CH:20][CH:21]=[CH:22][CH:23]=2)[CH:13]=[CH:14][C:9]=1[CH:8]=[CH:7][C:6]([OH:27])=[O:5]. Reactant: C([O:5][C:6](=[O:27])[CH:7]=[CH:8][C:9]1[CH:14]=[CH:13][C:12]([CH:15]=[CH:16][C:17](=[O:24])[C:18]2[CH:23]=[CH:22][CH:21]=[CH:20][CH:19]=2)=[CH:11][C:10]=1[O:25][CH3:26])(C)(C)C.C(O)(C(F)(F)F)=O. The catalyst class is: 2. (2) Reactant: [CH:1]1([O:6][C:7]2[CH:12]=[CH:11][C:10]([NH2:13])=[CH:9][CH:8]=2)[CH2:5][CH2:4][CH2:3][CH2:2]1.[CH3:14][O:15][CH:16]([O:19][CH3:20])[CH2:17]Br.C(=O)([O-])[O-].[K+].[K+]. Product: [CH:1]1([O:6][C:7]2[CH:8]=[CH:9][C:10]([NH:13][CH2:17][CH:16]([O:19][CH3:20])[O:15][CH3:14])=[CH:11][CH:12]=2)[CH2:5][CH2:4][CH2:3][CH2:2]1. The catalyst class is: 9. (3) Reactant: [C:1]([O:5][C:6]([N:8]1[CH2:12][CH:11]([F:13])[C:10]([CH3:15])([CH3:14])[CH:9]1[CH2:16][OH:17])=[O:7])([CH3:4])([CH3:3])[CH3:2].CC(OI1(OC(C)=O)(OC(C)=O)OC(=O)C2C=CC=CC1=2)=O. Product: [C:1]([O:5][C:6]([N:8]1[CH2:12][CH:11]([F:13])[C:10]([CH3:15])([CH3:14])[CH:9]1[CH:16]=[O:17])=[O:7])([CH3:4])([CH3:3])[CH3:2]. The catalyst class is: 2. (4) Reactant: C(OC(=O)[NH:7][CH2:8][CH2:9][CH:10]1[CH2:15][CH2:14][N:13]([C:16](=[O:27])/[CH:17]=[CH:18]/[C:19]2[CH:24]=[C:23]([Cl:25])[CH:22]=[C:21]([Cl:26])[CH:20]=2)[CH2:12][CH2:11]1)(C)(C)C.C(O)(C(F)(F)F)=O. Product: [NH2:7][CH2:8][CH2:9][CH:10]1[CH2:11][CH2:12][N:13]([C:16](=[O:27])/[CH:17]=[CH:18]/[C:19]2[CH:24]=[C:23]([Cl:25])[CH:22]=[C:21]([Cl:26])[CH:20]=2)[CH2:14][CH2:15]1. The catalyst class is: 2. (5) Reactant: C([O:3][C:4]([CH:6]1[CH2:11][CH2:10][N:9]([C:12]2[CH:17]=[CH:16][C:15]([NH:18][C:19]([C:21]3[N:22]=[C:23]([C:30]4[CH:35]=[CH:34][CH:33]=[CH:32][CH:31]=4)[O:24][C:25]=3[C:26]([F:29])([F:28])[F:27])=[O:20])=[CH:14][CH:13]=2)[CH2:8][CH2:7]1)=[O:5])C.[OH-].[Na+]. Product: [C:30]1([C:23]2[O:24][C:25]([C:26]([F:27])([F:28])[F:29])=[C:21]([C:19]([NH:18][C:15]3[CH:14]=[CH:13][C:12]([N:9]4[CH2:8][CH2:7][CH:6]([C:4]([OH:5])=[O:3])[CH2:11][CH2:10]4)=[CH:17][CH:16]=3)=[O:20])[N:22]=2)[CH:35]=[CH:34][CH:33]=[CH:32][CH:31]=1. The catalyst class is: 5. (6) Reactant: O[C:2]1[C:11]([NH:12][C:13](=[O:20])[C:14]2[CH:19]=[CH:18][CH:17]=[N:16][CH:15]=2)=[CH:10][CH:9]=[CH:8][C:3]=1[C:4]([O:6][CH3:7])=[O:5].CC1C=CC(S(O)(=O)=O)=CC=1. Product: [N:16]1[CH:17]=[CH:18][CH:19]=[C:14]([C:13]2[O:20][C:2]3[C:3]([C:4]([O:6][CH3:7])=[O:5])=[CH:8][CH:9]=[CH:10][C:11]=3[N:12]=2)[CH:15]=1. The catalyst class is: 11. (7) Product: [Br:1][C:2]1[N:3]=[C:4]([N:12]2[CH2:13][CH2:14][CH2:15][N:9]([C:16]([O:18][C:19]([CH3:22])([CH3:21])[CH3:20])=[O:17])[CH2:10][CH2:11]2)[CH:5]=[CH:6][CH:7]=1. The catalyst class is: 8. Reactant: [Br:1][C:2]1[CH:7]=[CH:6][CH:5]=[C:4](F)[N:3]=1.[N:9]1([C:16]([O:18][C:19]([CH3:22])([CH3:21])[CH3:20])=[O:17])[CH2:15][CH2:14][CH2:13][NH:12][CH2:11][CH2:10]1.CCN(C(C)C)C(C)C. (8) Reactant: [C:1]([C:5]1[S:6][C:7]2[C:12](=[O:13])[N:11]([C:14]3[CH:19]=[CH:18][CH:17]=[C:16]([C:20]4[CH:25]=[C:24]([NH:26][C:27]5[CH:31]=[C:30]([CH:32]6[CH2:34][CH2:33]6)[NH:29][N:28]=5)[C:23](=[O:35])[N:22](COCC[Si](C)(C)C)[N:21]=4)[C:15]=3[CH3:44])[CH2:10][C:8]=2[N:9]=1)([CH3:4])([CH3:3])[CH3:2].C1(OC)C=CC=CC=1.FC(F)(F)S(O)(=O)=O. Product: [C:1]([C:5]1[S:6][C:7]2[C:12](=[O:13])[N:11]([C:14]3[CH:19]=[CH:18][CH:17]=[C:16]([C:20]4[CH:25]=[C:24]([NH:26][C:27]5[CH:31]=[C:30]([CH:32]6[CH2:34][CH2:33]6)[NH:29][N:28]=5)[C:23](=[O:35])[NH:22][N:21]=4)[C:15]=3[CH3:44])[CH2:10][C:8]=2[N:9]=1)([CH3:4])([CH3:3])[CH3:2]. The catalyst class is: 281. (9) Reactant: [CH3:1][C:2]1[CH:10]=[CH:9][C:8]2[NH:7][C:6]3[CH2:11][CH2:12][N:13]4[CH:17]([C:5]=3[C:4]=2[CH:3]=1)[CH2:16][CH2:15][CH2:14]4.P([O-])([O-])([O-])=O.[K+].[K+].[K+].N1CCC[C@H]1C(O)=O.Br[CH:35]=[C:36]([C:38]1[CH:43]=[CH:42][C:41]([F:44])=[CH:40][CH:39]=1)[CH3:37]. Product: [F:44][C:41]1[CH:42]=[CH:43][C:38]([C:36]([CH3:37])=[CH:35][N:7]2[C:8]3[CH:9]=[CH:10][C:2]([CH3:1])=[CH:3][C:4]=3[C:5]3[CH:17]4[N:13]([CH2:12][CH2:11][C:6]2=3)[CH2:14][CH2:15][CH2:16]4)=[CH:39][CH:40]=1. The catalyst class is: 3.